From a dataset of Reaction yield outcomes from USPTO patents with 853,638 reactions. Predict the reaction yield, written as a fraction of the theoretical maximum amount of product (1.0 means a 100% yield; for example, 0.34 means a 34% yield). (1) The reactants are [CH3:1][O:2][C:3]1[CH:12]=[CH:11][CH:10]=[C:9](B2OC(C)(C)C(C)(C)O2)[C:4]=1[C:5]([O:7][CH3:8])=[O:6].Br[C:23]1[N:28]=[CH:27][CH:26]=[CH:25][N:24]=1.C([O-])([O-])=O.[Na+].[Na+].O. The catalyst is C1COCC1.CC(P(C(C)(C)C)[C-]1C=CC=C1)(C)C.CC(P(C(C)(C)C)[C-]1C=CC=C1)(C)C.Cl[Pd]Cl.[Fe+2].CCOC(C)=O. The product is [CH3:1][O:2][C:3]1[CH:12]=[CH:11][CH:10]=[C:9]([C:23]2[N:28]=[CH:27][CH:26]=[CH:25][N:24]=2)[C:4]=1[C:5]([O:7][CH3:8])=[O:6]. The yield is 0.630. (2) The reactants are Cl[C:2]1[CH:3]=[C:4]([C:9]2[N:13]3[CH:14]=[CH:15][C:16]([C:19]([OH:22])([CH3:21])[CH3:20])=[C:17]([F:18])[C:12]3=[N:11][CH:10]=2)[CH:5]=[CH:6][C:7]=1[F:8].[F:23][C:24]1[CH:25]=[C:26](B(O)O)[CH:27]=[C:28]([F:30])[CH:29]=1. No catalyst specified. The product is [F:18][C:17]1[C:12]2[N:13]([C:9]([C:4]3[CH:5]=[CH:6][C:7]([F:8])=[C:2]([C:26]4[CH:25]=[C:24]([F:23])[CH:29]=[C:28]([F:30])[CH:27]=4)[CH:3]=3)=[CH:10][N:11]=2)[CH:14]=[CH:15][C:16]=1[C:19]([OH:22])([CH3:21])[CH3:20]. The yield is 0.0300. (3) The reactants are Br[C:2]1[CH:7]=[CH:6][C:5]([N+:8]([O-:10])=[O:9])=[CH:4][N:3]=1.[NH:11]1[CH2:16][CH2:15][O:14][CH2:13][CH2:12]1. The catalyst is ClCCl. The product is [N+:8]([C:5]1[CH:6]=[CH:7][C:2]([N:11]2[CH2:16][CH2:15][O:14][CH2:13][CH2:12]2)=[N:3][CH:4]=1)([O-:10])=[O:9]. The yield is 0.950. (4) The reactants are C(OC([N:8]1[CH2:13][CH2:12][C:11]2[N:14]=[C:15]([NH:17][C:18]([C:20]3[C:28]4[NH:27][C:26]([NH:29][C:30]([C:32]5[N:33]=[CH:34][C:35]6[C:40]([CH:41]=5)=[CH:39][CH:38]=[CH:37][CH:36]=6)=[O:31])=[N:25][C:24]=4[CH:23]=[CH:22][CH:21]=3)=[O:19])[S:16][C:10]=2[CH2:9]1)=O)(C)(C)C.Cl. The catalyst is CO. The product is [N:14]1[C:11]2[CH2:12][CH2:13][NH:8][CH2:9][C:10]=2[S:16][C:15]=1[NH:17][C:18]([C:20]1[C:28]2[NH:27][C:26]([NH:29][C:30]([C:32]3[N:33]=[CH:34][C:35]4[C:40]([CH:41]=3)=[CH:39][CH:38]=[CH:37][CH:36]=4)=[O:31])=[N:25][C:24]=2[CH:23]=[CH:22][CH:21]=1)=[O:19]. The yield is 1.00. (5) The reactants are C(OC([NH:11][C@H:12]([CH2:16][OH:17])[C:13]([OH:15])=O)=O)C1C=CC=CC=1.C[N:19]1[CH2:24][CH2:23]O[CH2:21][CH2:20]1.Cl[C:26](OCC(C)C)=O.N1CCCC1. The catalyst is O1CCCC1. The product is [NH2:11][C@H:12]([CH2:16][OH:17])[C:13]([N:19]1[CH2:20][CH2:21][CH2:26][CH2:23][CH2:24]1)=[O:15]. The yield is 0.500.